From a dataset of Full USPTO retrosynthesis dataset with 1.9M reactions from patents (1976-2016). Predict the reactants needed to synthesize the given product. (1) Given the product [F:20][C:19]([F:22])([F:21])[C:15]1[CH:14]=[C:13]([C:10]2[CH:9]=[CH:8][C:7]3[C:12](=[C:3]([CH2:2][NH:28][CH:23]4[CH2:27][CH2:26][CH2:25][CH2:24]4)[CH:4]=[CH:5][CH:6]=3)[N:11]=2)[CH:18]=[CH:17][CH:16]=1, predict the reactants needed to synthesize it. The reactants are: Cl[CH2:2][C:3]1[CH:4]=[CH:5][CH:6]=[C:7]2[C:12]=1[N:11]=[C:10]([C:13]1[CH:18]=[CH:17][CH:16]=[C:15]([C:19]([F:22])([F:21])[F:20])[CH:14]=1)[CH:9]=[CH:8]2.[CH:23]1([NH2:28])[CH2:27][CH2:26][CH2:25][CH2:24]1.CCN(C(C)C)C(C)C. (2) Given the product [O:1]1[C:5]2[CH:6]=[CH:7][C:8]([C:10]([NH:12][NH:13][C:20]([NH:19][CH2:18][C:17]3[CH:22]=[CH:23][CH:24]=[C:15]([F:14])[CH:16]=3)=[O:21])=[O:11])=[CH:9][C:4]=2[CH2:3][CH2:2]1, predict the reactants needed to synthesize it. The reactants are: [O:1]1[C:5]2[CH:6]=[CH:7][C:8]([C:10]([NH:12][NH2:13])=[O:11])=[CH:9][C:4]=2[CH2:3][CH2:2]1.[F:14][C:15]1[CH:16]=[C:17]([CH:22]=[CH:23][CH:24]=1)[CH2:18][N:19]=[C:20]=[O:21]. (3) Given the product [CH2:19]([O:26][C:27]1[CH:32]=[CH:31][C:30]([C:4]([C@H:6]2[CH2:10][CH2:9][CH2:8][N:7]2[C:11]([O:13][C:14]([CH3:15])([CH3:16])[CH3:17])=[O:12])=[O:5])=[CH:29][CH:28]=1)[C:20]1[CH:25]=[CH:24][CH:23]=[CH:22][CH:21]=1, predict the reactants needed to synthesize it. The reactants are: CON(C)[C:4]([C@H:6]1[CH2:10][CH2:9][CH2:8][N:7]1[C:11]([O:13][C:14]([CH3:17])([CH3:16])[CH3:15])=[O:12])=[O:5].[CH2:19]([O:26][C:27]1[CH:32]=[CH:31][C:30]([Mg]Br)=[CH:29][CH:28]=1)[C:20]1[CH:25]=[CH:24][CH:23]=[CH:22][CH:21]=1. (4) Given the product [Cl:3][C:4]1[NH:9][C:8](=[O:1])[N:7]2[CH:12]=[C:13]([CH2:15][O:16][C:17]3[CH:22]=[CH:21][CH:20]=[CH:19][CH:18]=3)[N:14]=[C:6]2[CH:5]=1, predict the reactants needed to synthesize it. The reactants are: [OH-:1].[Li+].[Cl:3][C:4]1[N:9]=[C:8](SC)[N:7]2[CH:12]=[C:13]([CH2:15][O:16][C:17]3[CH:22]=[CH:21][CH:20]=[CH:19][CH:18]=3)[N:14]=[C:6]2[CH:5]=1. (5) The reactants are: Cl[C:2]1[N:7]=[C:6]([C:8]2[N:12]3[CH:13]=[CH:14][CH:15]=[CH:16][C:11]3=[N:10][C:9]=2[C:17]2[CH:18]=[C:19]([CH:31]=[CH:32][CH:33]=2)[C:20]([NH:22][C:23]2[C:28]([F:29])=[CH:27][CH:26]=[CH:25][C:24]=2[F:30])=[O:21])[CH:5]=[CH:4][N:3]=1.[CH3:34][C:35]1[C:36]([N:44]2[CH2:49][CH2:48][N:47]([CH2:50][CH2:51][O:52][CH3:53])[CH2:46][CH2:45]2)=[CH:37][C:38]([O:42][CH3:43])=[C:39]([CH:41]=1)[NH2:40].C1(C)C=CC(S(O)(=O)=O)=CC=1.C(O)C(F)(F)F.N. Given the product [F:30][C:24]1[CH:25]=[CH:26][CH:27]=[C:28]([F:29])[C:23]=1[NH:22][C:20](=[O:21])[C:19]1[CH:31]=[CH:32][CH:33]=[C:17]([C:9]2[N:10]=[C:11]3[CH:16]=[CH:15][CH:14]=[CH:13][N:12]3[C:8]=2[C:6]2[CH:5]=[CH:4][N:3]=[C:2]([NH:40][C:39]3[CH:41]=[C:35]([CH3:34])[C:36]([N:44]4[CH2:45][CH2:46][N:47]([CH2:50][CH2:51][O:52][CH3:53])[CH2:48][CH2:49]4)=[CH:37][C:38]=3[O:42][CH3:43])[N:7]=2)[CH:18]=1, predict the reactants needed to synthesize it. (6) Given the product [CH3:27][O:28][C:29]1[CH:34]=[CH:33][C:32]([NH:35][C:36](=[O:37])[NH:1][C:2]2[CH:3]=[CH:4][C:5]([NH:8][S:9]([C:12]3[CH:13]=[C:14]([C:18]4[CH:23]=[CH:22][C:21]([F:24])=[CH:20][CH:19]=4)[CH:15]=[CH:16][CH:17]=3)(=[O:11])=[O:10])=[CH:6][CH:7]=2)=[CH:31][CH:30]=1, predict the reactants needed to synthesize it. The reactants are: [NH2:1][C:2]1[CH:7]=[CH:6][C:5]([NH:8][S:9]([C:12]2[CH:13]=[C:14]([C:18]3[CH:23]=[CH:22][C:21]([F:24])=[CH:20][CH:19]=3)[CH:15]=[CH:16][CH:17]=2)(=[O:11])=[O:10])=[CH:4][CH:3]=1.[OH-].[Na+].[CH3:27][O:28][C:29]1[CH:34]=[CH:33][C:32]([N:35]=[C:36]=[O:37])=[CH:31][CH:30]=1.